From a dataset of Catalyst prediction with 721,799 reactions and 888 catalyst types from USPTO. Predict which catalyst facilitates the given reaction. Reactant: [OH:1][C:2]1[CH:9]=[CH:8][C:5]([CH:6]=[O:7])=[CH:4][CH:3]=1.[C:10]([O:14][C:15]([NH:17][CH2:18][CH2:19]O)=[O:16])([CH3:13])([CH3:12])[CH3:11].C1(P(C2C=CC=CC=2)C2C=CC=CC=2)C=CC=CC=1.N(C(OCC)=O)=NC(OCC)=O. Product: [C:10]([O:14][C:15]([NH:17][CH2:18][CH2:19][O:1][C:2]1[CH:9]=[CH:8][C:5]([CH:6]=[O:7])=[CH:4][CH:3]=1)=[O:16])([CH3:13])([CH3:12])[CH3:11]. The catalyst class is: 7.